Dataset: Full USPTO retrosynthesis dataset with 1.9M reactions from patents (1976-2016). Task: Predict the reactants needed to synthesize the given product. (1) Given the product [C:18]([NH:20][C:21]12[CH2:30][CH:25]3[CH2:24][CH:23]([CH2:29][CH:27]([CH2:26]3)[CH2:28]1)[CH2:22]2)(=[O:19])[CH3:2], predict the reactants needed to synthesize it. The reactants are: Br[C:2]12CC3(C)CC(C)(CC(C)(C3)C1)C2.C(N)=O.[CH:18]([NH:20][C:21]12[CH2:30][CH:25]3[CH2:26][CH:27]([CH2:29][CH:23]([CH2:24]3)[CH2:22]1)[CH2:28]2)=[O:19]. (2) Given the product [F:1][CH2:2][C:3]1[C:7]2[CH2:8][NH:9][CH2:10][CH2:11][C:6]=2[NH:5][N:4]=1, predict the reactants needed to synthesize it. The reactants are: [F:1][CH2:2][C:3]1[C:7]2[CH2:8][N:9](C(OC(C)(C)C)=O)[CH2:10][CH2:11][C:6]=2[NH:5][N:4]=1.Cl.O1CCOCC1. (3) Given the product [NH2:1][CH2:2][CH2:3][NH:4][C:5]([C:20]1[CH:21]=[N:22][C:23]2[C:28](=[CH:27][CH:26]=[CH:25][CH:24]=2)[N:19]=1)=[O:11], predict the reactants needed to synthesize it. The reactants are: [NH2:1][CH2:2][CH2:3][NH:4][C:5](=[O:11])OC(C)(C)C.C(N(CC)CC)C.[N:19]1[C:28]2[C:23](=[CH:24][CH:25]=[CH:26][CH:27]=2)[N:22]=[CH:21][C:20]=1C(Cl)=O. (4) Given the product [Cl:3][C:4]1[N:9]=[C:8]([CH2:10][OH:11])[CH:7]=[CH:6][C:5]=1[CH3:14], predict the reactants needed to synthesize it. The reactants are: [BH4-].[Na+].[Cl:3][C:4]1[N:9]=[C:8]([C:10](OC)=[O:11])[CH:7]=[CH:6][C:5]=1[CH3:14].